Dataset: Full USPTO retrosynthesis dataset with 1.9M reactions from patents (1976-2016). Task: Predict the reactants needed to synthesize the given product. (1) Given the product [F:16][C:11]1[CH:10]=[C:9]([CH:14]=[CH:13][C:12]=1[F:15])[O:8][C:5]1[CH:6]=[CH:7][C:2]([NH:22][C:21]2[CH:23]=[CH:24][C:18]([F:17])=[C:19]([O:25][CH3:26])[CH:20]=2)=[N:3][CH:4]=1, predict the reactants needed to synthesize it. The reactants are: Cl[C:2]1[CH:7]=[CH:6][C:5]([O:8][C:9]2[CH:14]=[CH:13][C:12]([F:15])=[C:11]([F:16])[CH:10]=2)=[CH:4][N:3]=1.[F:17][C:18]1[CH:24]=[CH:23][C:21]([NH2:22])=[CH:20][C:19]=1[O:25][CH3:26].C1(P(C2C=CC=CC=2)C2C3OC4C(=CC=CC=4P(C4C=CC=CC=4)C4C=CC=CC=4)C(C)(C)C=3C=CC=2)C=CC=CC=1.C(=O)([O-])[O-].[Cs+].[Cs+]. (2) Given the product [C:18]1([C@H:17]([NH:24][C@H:2]([CH3:15])[CH2:3][C:4]2[CH:5]=[C:6]([CH2:10][C:11]([O:13][CH3:14])=[O:12])[CH:7]=[CH:8][CH:9]=2)[CH3:16])[CH:23]=[CH:22][CH:21]=[CH:20][CH:19]=1, predict the reactants needed to synthesize it. The reactants are: O=[C:2]([CH3:15])[CH2:3][C:4]1[CH:5]=[C:6]([CH2:10][C:11]([O:13][CH3:14])=[O:12])[CH:7]=[CH:8][CH:9]=1.[CH3:16][C@@H:17]([NH2:24])[C:18]1[CH:23]=[CH:22][CH:21]=[CH:20][CH:19]=1.C(O[BH-](OC(=O)C)OC(=O)C)(=O)C.[Na+].C(O)(=O)C. (3) Given the product [OH:13][CH2:12][CH2:11][NH:10][CH:8]([CH2:7][C:1]1[CH:2]=[CH:3][CH:4]=[CH:5][CH:6]=1)[C:18]#[N:19], predict the reactants needed to synthesize it. The reactants are: [C:1]1([CH2:7][CH:8]=O)[CH:6]=[CH:5][CH:4]=[CH:3][CH:2]=1.[NH2:10][CH2:11][CH2:12][OH:13].C[Si]([C:18]#[N:19])(C)C. (4) Given the product [NH2:1][C:2](=[O:26])[CH2:3][N:4]([CH3:25])[C:5]([C:7]1[CH:15]=[C:14]2[C:10]([C:11]([S:23][CH3:24])=[CH:12][N:13]2[C:16]2[N:21]=[CH:20][C:19]([C:51]3[CH:56]=[C:55]([O:57][CH3:58])[CH:54]=[CH:53][N:52]=3)=[CH:18][N:17]=2)=[CH:9][CH:8]=1)=[O:6], predict the reactants needed to synthesize it. The reactants are: [NH2:1][C:2](=[O:26])[CH2:3][N:4]([CH3:25])[C:5]([C:7]1[CH:15]=[C:14]2[C:10]([C:11]([S:23][CH3:24])=[CH:12][N:13]2[C:16]2[N:21]=[CH:20][C:19](Br)=[CH:18][N:17]=2)=[CH:9][CH:8]=1)=[O:6].B1(B2OC(C)(C)C(C)(C)O2)OC(C)(C)C(C)(C)O1.C([O-])(=O)C.[K+].Br[C:51]1[CH:56]=[C:55]([O:57][CH2:58]C)[CH:54]=[CH:53][N:52]=1.C(=O)([O-])[O-].[K+].[K+].